From a dataset of Forward reaction prediction with 1.9M reactions from USPTO patents (1976-2016). Predict the product of the given reaction. (1) Given the reactants [C:1](#[N:9])[C:2]1[C:3](=[CH:5][CH:6]=[CH:7][CH:8]=1)[OH:4].[CH3:10][CH:11](O)[CH:12]=[CH2:13].C1(P(C2C=CC=CC=2)C2C=CC=CC=2)C=CC=CC=1.N(C(OC(C)C)=O)=NC(OC(C)C)=O, predict the reaction product. The product is: [CH3:13][CH:12]([O:4][C:3]1[CH:5]=[CH:6][CH:7]=[CH:8][C:2]=1[C:1]#[N:9])[CH:11]=[CH2:10]. (2) Given the reactants [CH3:1][CH:2]([CH3:16])[CH2:3][CH2:4][CH2:5][CH2:6][C:7]1([C:12]([O:14]C)=[O:13])[CH2:11][CH2:10][CH2:9][CH2:8]1.O.[OH-].[Li+], predict the reaction product. The product is: [CH3:1][CH:2]([CH3:16])[CH2:3][CH2:4][CH2:5][CH2:6][C:7]1([C:12]([OH:14])=[O:13])[CH2:8][CH2:9][CH2:10][CH2:11]1. (3) The product is: [Cl:21][C:22]1[S:26][C:25]([CH:27]([CH3:33])[CH2:28][S:29]([NH:1][C@H:2]2[CH2:6][CH2:5][N:4]([C@H:7]([C:12]([N:14]3[CH2:15][CH2:16][O:17][CH2:18][CH2:19]3)=[O:13])[C@@H:8]([CH3:11])[CH2:9][CH3:10])[C:3]2=[O:20])(=[O:31])=[O:30])=[CH:24][CH:23]=1. Given the reactants [NH2:1][C@H:2]1[CH2:6][CH2:5][N:4]([C@H:7]([C:12]([N:14]2[CH2:19][CH2:18][O:17][CH2:16][CH2:15]2)=[O:13])[C@@H:8]([CH3:11])[CH2:9][CH3:10])[C:3]1=[O:20].[Cl:21][C:22]1[S:26][C:25]([CH:27]([CH3:33])[CH2:28][S:29](Cl)(=[O:31])=[O:30])=[CH:24][CH:23]=1, predict the reaction product. (4) Given the reactants [NH2:1][C:2]1[CH:22]=[CH:21][CH:20]=[CH:19][C:3]=1[NH:4][C:5]1[S:9][C:8]2[CH:10]=[CH:11][C:12]([CH3:14])=[CH:13][C:7]=2[C:6]=1[C:15](OC)=O.[CH3:23][N:24]1[CH2:29][CH2:28][NH:27][CH2:26][CH2:25]1.C1(OC)C=CC=CC=1, predict the reaction product. The product is: [CH3:14][C:12]1[CH:11]=[CH:10][C:8]2[S:9][C:5]3[NH:4][C:3]4[CH:19]=[CH:20][CH:21]=[CH:22][C:2]=4[N:1]=[C:15]([N:27]4[CH2:28][CH2:29][N:24]([CH3:23])[CH2:25][CH2:26]4)[C:6]=3[C:7]=2[CH:13]=1. (5) The product is: [C:1]([O:5][C:6]([N:8]1[CH2:13][CH2:12][C:11]2[NH:14][C:15]([C:17]3[CH:22]=[CH:21][N:20]=[C:19]([NH:23][C:38](=[O:39])[C:32]4[CH:37]=[CH:36][CH:35]=[CH:34][CH:33]=4)[N:18]=3)=[CH:16][C:10]=2[C:9]1=[O:24])=[O:7])([CH3:4])([CH3:2])[CH3:3]. Given the reactants [C:1]([O:5][C:6]([N:8]1[CH2:13][CH2:12][C:11]2[NH:14][C:15]([C:17]3[CH:22]=[CH:21][N:20]=[C:19]([NH2:23])[N:18]=3)=[CH:16][C:10]=2[C:9]1=[O:24])=[O:7])([CH3:4])([CH3:3])[CH3:2].CCN(CC)CC.[C:32]1([C:38](Cl)=[O:39])[CH:37]=[CH:36][CH:35]=[CH:34][CH:33]=1.[OH-].[Na+], predict the reaction product. (6) Given the reactants [OH:1][NH:2][C:3]([C:5]1[CH:6]=[C:7]([N:11]2[C:17](=[O:18])[CH2:16][C:15](=[O:19])[NH:14][C:13]3[C:20]4[C:25]([CH:26]=[CH:27][C:12]2=3)=[CH:24][CH:23]=[CH:22][CH:21]=4)[CH:8]=[CH:9][CH:10]=1)=[NH:4].N1C=CC=CC=1.[C:34](Cl)(=O)[O:35]C1C=CC=CC=1.C1CCN2C(=NCCC2)CC1, predict the reaction product. The product is: [O:35]=[C:34]1[O:1][N:2]=[C:3]([C:5]2[CH:6]=[C:7]([N:11]3[C:17](=[O:18])[CH2:16][C:15](=[O:19])[NH:14][C:13]4[C:20]5[C:25]([CH:26]=[CH:27][C:12]3=4)=[CH:24][CH:23]=[CH:22][CH:21]=5)[CH:8]=[CH:9][CH:10]=2)[NH:4]1. (7) The product is: [F:20][C:18]1[CH:17]=[CH:16][C:15]([OH:21])=[C:14]([CH:11]2[CH2:10][CH2:9][NH:8][CH2:13][CH2:12]2)[CH:19]=1. Given the reactants C(OC([N:8]1[CH2:13][CH2:12][CH:11]([C:14]2[CH:19]=[C:18]([F:20])[CH:17]=[CH:16][C:15]=2[O:21]C)[CH2:10][CH2:9]1)=O)(C)(C)C.B(Br)(Br)Br.C(=O)([O-])O.[Na+], predict the reaction product. (8) The product is: [CH3:13][N:14]([CH3:16])/[CH:15]=[CH:9]/[C:8]([C:5]1[CH:6]=[CH:7][C:2]([F:1])=[CH:3][CH:4]=1)=[O:10]. Given the reactants [F:1][C:2]1[CH:7]=[CH:6][C:5]([C:8](=[O:10])[CH3:9])=[CH:4][CH:3]=1.CO[CH:13](OC)[N:14]([CH3:16])[CH3:15], predict the reaction product.